From a dataset of Full USPTO retrosynthesis dataset with 1.9M reactions from patents (1976-2016). Predict the reactants needed to synthesize the given product. Given the product [Cl:1][C:2]1[CH:3]=[C:4]2[C:8](=[CH:9][C:10]=1[C:11]1[CH:12]=[N:13][N:14]([CH3:16])[CH:15]=1)[N:7]([C:18]1[C:22]3[CH2:23][N:24]([C:27](=[O:29])[CH3:28])[CH2:25][CH2:26][C:21]=3[N:20]([CH:30]3[CH2:34][CH2:33][O:32][CH2:31]3)[N:19]=1)[CH2:6][CH2:5]2, predict the reactants needed to synthesize it. The reactants are: [Cl:1][C:2]1[CH:3]=[C:4]2[C:8](=[CH:9][C:10]=1[C:11]1[CH:12]=[N:13][N:14]([CH3:16])[CH:15]=1)[NH:7][CH2:6][CH2:5]2.Br[C:18]1[C:22]2[CH2:23][N:24]([C:27](=[O:29])[CH3:28])[CH2:25][CH2:26][C:21]=2[N:20]([CH:30]2[CH2:34][CH2:33][O:32][CH2:31]2)[N:19]=1.C(O[Na])(C)(C)C.COC(C)(C)C.C1(P(C2CCCCC2)C2C=CC=CC=2C2C(OC(C)C)=CC=CC=2OC(C)C)CCCCC1.